From a dataset of Cav3 T-type calcium channel HTS with 100,875 compounds. Binary Classification. Given a drug SMILES string, predict its activity (active/inactive) in a high-throughput screening assay against a specified biological target. (1) The molecule is O(CCC)c1cc(ccc1)C(O)=O. The result is 0 (inactive). (2) The result is 0 (inactive). The molecule is S(C(C(=O)N1CCOCC1)CC)c1ncccc1C(O)=O. (3) The molecule is s1c2CCCCc2c(c1NC(=O)CSc1n(\c([nH]n1)=C1\C=CC(=O)C=C1)c1ccc(OC)cc1)C#N. The result is 0 (inactive). (4) The drug is O=C(NC1CCCC1)C(N(Cc1ccc(cc1)C)C(=O)c1[nH]ncc1)c1cc(OC)c(OC)cc1. The result is 0 (inactive).